Dataset: Reaction yield outcomes from USPTO patents with 853,638 reactions. Task: Predict the reaction yield, written as a fraction of the theoretical maximum amount of product (1.0 means a 100% yield; for example, 0.34 means a 34% yield). The reactants are Cl[C:2]1[C:3]([CH:8]2[CH2:11][N:10]([C:12]([C:14]3[N:18]([CH3:19])[C:17]4[CH:20]=[CH:21][CH:22]=[CH:23][C:16]=4[N:15]=3)=[O:13])[CH2:9]2)=[N:4][CH:5]=[CH:6][N:7]=1.[C:24]1(B(O)O)[CH:29]=[CH:28][CH:27]=[CH:26][CH:25]=1.C([O-])([O-])=O.[Na+].[Na+].O. The catalyst is O1CCOCC1.C1C=CC(P(C2C=CC=CC=2)[C-]2C=CC=C2)=CC=1.C1C=CC(P(C2C=CC=CC=2)[C-]2C=CC=C2)=CC=1.Cl[Pd]Cl.[Fe+2]. The product is [CH3:19][N:18]1[C:17]2[CH:20]=[CH:21][CH:22]=[CH:23][C:16]=2[N:15]=[C:14]1[C:12]([N:10]1[CH2:11][CH:8]([C:3]2[C:2]([C:24]3[CH:29]=[CH:28][CH:27]=[CH:26][CH:25]=3)=[N:7][CH:6]=[CH:5][N:4]=2)[CH2:9]1)=[O:13]. The yield is 0.700.